From a dataset of Catalyst prediction with 721,799 reactions and 888 catalyst types from USPTO. Predict which catalyst facilitates the given reaction. (1) Reactant: COCCO[CH2:6][O:7][CH2:8][CH2:9][C:10]1[S:11][CH:12]=[CH:13][CH:14]=1.[Cl-].[In+3].[Cl-].[Cl-]. Product: [S:11]1[C:10]2[CH2:9][CH2:8][O:7][CH2:6][C:14]=2[CH:13]=[CH:12]1. The catalyst class is: 10. (2) Reactant: [CH3:1][S:2](Cl)(=[O:4])=[O:3].C(N(CC)CC)C.[CH3:13][O:14][CH2:15][CH2:16][NH2:17]. Product: [CH3:13][O:14][CH2:15][CH2:16][NH:17][S:2]([CH3:1])(=[O:4])=[O:3]. The catalyst class is: 4. (3) Reactant: [CH3:1][O:2][C:3](=[O:25])[C@H:4]([CH2:21][CH2:22][S:23][CH3:24])[NH:5][C:6](=[O:20])[C:7]1[CH:12]=[CH:11][C:10](I)=[CH:9][C:8]=1[C:14]1[CH:19]=[CH:18][CH:17]=[CH:16][CH:15]=1.[CH:26]([C:28]1[CH:29]=[N:30][CH:31]=[CH:32][CH:33]=1)=[CH2:27].C(N(CC)CC)C.ClCCl. Product: [CH3:1][O:2][C:3](=[O:25])[C@H:4]([CH2:21][CH2:22][S:23][CH3:24])[NH:5][C:6](=[O:20])[C:7]1[CH:12]=[CH:11][C:10]([CH:27]=[CH:26][C:28]2[CH:29]=[N:30][CH:31]=[CH:32][CH:33]=2)=[CH:9][C:8]=1[C:14]1[CH:19]=[CH:18][CH:17]=[CH:16][CH:15]=1. The catalyst class is: 151.